From a dataset of Forward reaction prediction with 1.9M reactions from USPTO patents (1976-2016). Predict the product of the given reaction. (1) Given the reactants [Br:1][C:2]1[CH:3]=[C:4]2[C:9](=[N:10][C:11]=1[O:12]C)[N:8]([C@@H:14]([CH:24]([CH3:26])[CH3:25])[CH2:15][O:16][Si:17]([C:20]([CH3:23])([CH3:22])[CH3:21])([CH3:19])[CH3:18])[CH:7]=[C:6]([C:27]([O:29][CH2:30][CH3:31])=[O:28])[C:5]2=[O:32].N1CCOCC1.C(=O)([O-])[O-].[K+].[K+].Cl, predict the reaction product. The product is: [Br:1][C:2]1[CH:3]=[C:4]2[C:9](=[N:10][C:11]=1[OH:12])[N:8]([C@@H:14]([CH:24]([CH3:26])[CH3:25])[CH2:15][O:16][Si:17]([C:20]([CH3:23])([CH3:22])[CH3:21])([CH3:18])[CH3:19])[CH:7]=[C:6]([C:27]([O:29][CH2:30][CH3:31])=[O:28])[C:5]2=[O:32]. (2) Given the reactants COC1C=CC(C[N:8](CC2C=CC(OC)=CC=2)[C:9]2[N:14]=[C:13]([CH3:15])[N:12]=[C:11]([C:16]3[C:17]([NH:24][C:25]4[CH:26]=[N:27][C:28]([O:31][CH3:32])=[CH:29][CH:30]=4)=[N:18][CH:19]=[C:20]([CH:23]=3)[CH:21]=O)[N:10]=2)=CC=1.[N:44]1[CH:45]=[N:46][N:47]2[CH2:52][CH2:51][NH:50][CH2:49][C:48]=12, predict the reaction product. The product is: [N:44]1[CH:45]=[N:46][N:47]2[CH2:52][CH2:51][N:50]([CH2:21][C:20]3[CH:23]=[C:16]([C:11]4[N:12]=[C:13]([CH3:15])[N:14]=[C:9]([NH2:8])[N:10]=4)[C:17]([NH:24][C:25]4[CH:26]=[N:27][C:28]([O:31][CH3:32])=[CH:29][CH:30]=4)=[N:18][CH:19]=3)[CH2:49][C:48]=12. (3) The product is: [OH:10][N:9]=[C:8]([Cl:13])[C:7]1[CH:11]=[CH:12][C:4]([CH2:1][CH2:2][CH3:3])=[CH:5][CH:6]=1. Given the reactants [CH2:1]([C:4]1[CH:12]=[CH:11][C:7]([CH:8]=[N:9][OH:10])=[CH:6][CH:5]=1)[CH2:2][CH3:3].[Cl:13]NC(=O)CCC(N)=O, predict the reaction product. (4) Given the reactants C[O:2][C:3]([C@H:5]1[CH2:10][CH2:9][C@H:8]([O:11][C:12]2[CH:17]=[CH:16][CH:15]=[C:14]([C:18]#[N:19])[CH:13]=2)[CH2:7][CH2:6]1)=O.O.[NH2:21][NH2:22], predict the reaction product. The product is: [C:18]([C:14]1[CH:13]=[C:12]([CH:17]=[CH:16][CH:15]=1)[O:11][C@H:8]1[CH2:9][CH2:10][C@H:5]([C:3]([NH:21][NH2:22])=[O:2])[CH2:6][CH2:7]1)#[N:19].